The task is: Predict the reactants needed to synthesize the given product.. This data is from Full USPTO retrosynthesis dataset with 1.9M reactions from patents (1976-2016). (1) Given the product [NH2:37][C:34]1[CH:35]=[CH:36][C:31]([CH2:30][CH2:29][N:26]2[C:15]3[N:16]=[C:17]([NH:20][CH2:21][C:22]([OH:25])([CH3:24])[CH3:23])[N:18]=[CH:19][C:14]=3[CH:13]=[C:12]([C:3]3[CH:4]=[C:5]([O:10][CH3:11])[CH:6]=[C:7]([O:8][CH3:9])[C:2]=3[Cl:1])[C:27]2=[O:28])=[CH:32][CH:33]=1, predict the reactants needed to synthesize it. The reactants are: [Cl:1][C:2]1[C:7]([O:8][CH3:9])=[CH:6][C:5]([O:10][CH3:11])=[CH:4][C:3]=1[C:12]1[C:27](=[O:28])[N:26]([CH2:29][CH2:30][C:31]2[CH:36]=[CH:35][C:34]([NH:37]C(=O)OC(C)(C)C)=[CH:33][CH:32]=2)[C:15]2[N:16]=[C:17]([NH:20][CH2:21][C:22]([OH:25])([CH3:24])[CH3:23])[N:18]=[CH:19][C:14]=2[CH:13]=1.C(O)(C(F)(F)F)=O. (2) Given the product [CH3:25][N:26]([C:30]1[CH:35]=[C:34]([C:2]2[C:3]3[O:12][C:11]([CH2:13][N:14]4[CH2:19][CH2:18][N:17]([S:20]([CH3:23])(=[O:22])=[O:21])[CH2:16][C@H:15]4[CH3:24])=[CH:10][C:4]=3[C:5](=[O:9])[N:6]([CH3:8])[CH:7]=2)[CH:33]=[CH:32][N:31]=1)[C:27](=[O:29])[CH3:28], predict the reactants needed to synthesize it. The reactants are: Br[C:2]1[C:3]2[O:12][C:11]([CH2:13][N:14]3[CH2:19][CH2:18][N:17]([S:20]([CH3:23])(=[O:22])=[O:21])[CH2:16][C@H:15]3[CH3:24])=[CH:10][C:4]=2[C:5](=[O:9])[N:6]([CH3:8])[CH:7]=1.[CH3:25][N:26]([C:30]1[CH:35]=[C:34](B2OC(C)(C)C(C)(C)O2)[CH:33]=[CH:32][N:31]=1)[C:27](=[O:29])[CH3:28].C(=O)([O-])[O-].[Na+].[Na+]. (3) Given the product [Br:1][C:2]1[CH:7]=[CH:6][C:5]([NH:8][C:9]([C:11]2[C:12](=[O:28])[N:13]([CH:17]3[C:25]4[C:20](=[C:21]([OH:26])[CH:22]=[CH:23][CH:24]=4)[CH2:19][CH2:18]3)[CH:14]=[CH:15][CH:16]=2)=[O:10])=[CH:4][CH:3]=1, predict the reactants needed to synthesize it. The reactants are: [Br:1][C:2]1[CH:7]=[CH:6][C:5]([NH:8][C:9]([C:11]2[C:12](=[O:28])[N:13]([CH:17]3[C:25]4[C:20](=[C:21]([O:26]C)[CH:22]=[CH:23][CH:24]=4)[CH2:19][CH2:18]3)[CH:14]=[CH:15][CH:16]=2)=[O:10])=[CH:4][CH:3]=1.B(Br)(Br)Br. (4) Given the product [O:42]=[S:21]1(=[O:39])[CH2:22][CH2:23][CH:18]([NH:17][C:16]2[C:15]([C:24]([O:26][CH2:27][CH3:28])=[O:25])=[CH:14][N:13]=[C:12]3[N:8]([CH2:7][C:6]4[CH:5]=[CH:4][C:3]([O:2][CH3:1])=[CH:30][CH:29]=4)[N:9]=[CH:10][C:11]=23)[CH2:19][CH2:20]1, predict the reactants needed to synthesize it. The reactants are: [CH3:1][O:2][C:3]1[CH:30]=[CH:29][C:6]([CH2:7][N:8]2[C:12]3=[N:13][CH:14]=[C:15]([C:24]([O:26][CH2:27][CH3:28])=[O:25])[C:16]([NH:17][CH:18]4[CH2:23][CH2:22][S:21][CH2:20][CH2:19]4)=[C:11]3[CH:10]=[N:9]2)=[CH:5][CH:4]=1.ClC1C=CC=C(C(OO)=[O:39])C=1.[OH2:42]. (5) Given the product [Cl:52][C:53]1[C:54]([CH3:60])=[C:55]([NH:56][C:12]([C:11]2[C:5]3[N:4]=[C:3]([N:2]([CH3:1])[CH3:18])[NH:7][C:6]=3[CH:8]=[C:9]([N+:15]([O-:17])=[O:16])[CH:10]=2)=[O:14])[CH:57]=[CH:58][CH:59]=1, predict the reactants needed to synthesize it. The reactants are: [CH3:1][N:2]([CH3:18])[C:3]1[NH:7][C:6]2[CH:8]=[C:9]([N+:15]([O-:17])=[O:16])[CH:10]=[C:11]([C:12]([OH:14])=O)[C:5]=2[N:4]=1.CN(C(ON1N=NC2C=CC=CC1=2)=[N+](C)C)C.F[P-](F)(F)(F)(F)F.C(N(CC)C(C)C)(C)C.[Cl:52][C:53]1[C:54]([CH3:60])=[C:55]([CH:57]=[CH:58][CH:59]=1)[NH2:56]. (6) Given the product [CH2:38]([O:40][C:41](=[O:49])[C:42]1[CH:47]=[CH:46][C:45]([O:1][CH:2]2[CH2:3][CH2:4][CH:5]([N:8]3[C:9](=[O:18])[C:10]4[C:15](=[CH:14][CH:13]=[CH:12][CH:11]=4)[C:16]3=[O:17])[CH2:6][CH2:7]2)=[CH:44][CH:43]=1)[CH3:39], predict the reactants needed to synthesize it. The reactants are: [OH:1][CH:2]1[CH2:7][CH2:6][CH:5]([N:8]2[C:16](=[O:17])[C:15]3[C:10](=[CH:11][CH:12]=[CH:13][CH:14]=3)[C:9]2=[O:18])[CH2:4][CH2:3]1.C1(P(C2C=CC=CC=2)C2C=CC=CC=2)C=CC=CC=1.[CH2:38]([O:40][C:41](=[O:49])[C:42]1[CH:47]=[CH:46][C:45](O)=[CH:44][CH:43]=1)[CH3:39].CC(OC(/N=N/C(OC(C)C)=O)=O)C. (7) The reactants are: [F:1][C:2]1[C:3]([CH2:23][N:24](C)[C:25](=O)OC(C)(C)C)=[CH:4][N:5]([S:14]([C:17]2[N:18]([CH3:22])[CH:19]=[CH:20][N:21]=2)(=[O:16])=[O:15])[C:6]=1[C:7]1[C:8]([F:13])=[N:9][CH:10]=[CH:11][CH:12]=1.C(OCC)(=O)C.[ClH:39]. Given the product [ClH:39].[F:1][C:2]1[C:3]([CH2:23][NH:24][CH3:25])=[CH:4][N:5]([S:14]([C:17]2[N:18]([CH3:22])[CH:19]=[CH:20][N:21]=2)(=[O:16])=[O:15])[C:6]=1[C:7]1[C:8]([F:13])=[N:9][CH:10]=[CH:11][CH:12]=1, predict the reactants needed to synthesize it. (8) Given the product [ClH:1].[ClH:1].[ClH:1].[C:34]([N:18]1[CH2:17][CH2:16][CH:15]([O:14][C:11]2[CH:10]=[CH:9][C:8]([N:7]([CH2:21]/[CH:22]=[CH:23]/[C:24]3[CH:25]=[C:26]([CH:30]=[CH:31][CH:32]=3)[C:27]([NH2:29])=[NH:28])[CH:4]([CH3:6])[CH3:5])=[CH:13][CH:12]=2)[CH2:20][CH2:19]1)(=[NH:39])[CH3:35], predict the reactants needed to synthesize it. The reactants are: [ClH:1].Cl.Cl.[CH:4]([N:7]([CH2:21]/[CH:22]=[CH:23]/[C:24]1[CH:25]=[C:26]([CH:30]=[CH:31][CH:32]=1)[C:27]([NH2:29])=[NH:28])[C:8]1[CH:13]=[CH:12][C:11]([O:14][CH:15]2[CH2:20][CH2:19][NH:18][CH2:17][CH2:16]2)=[CH:10][CH:9]=1)([CH3:6])[CH3:5].Cl.[C:34](=[NH:39])(OCC)[CH3:35].C(N(CC)CC)C.Cl.